From a dataset of Forward reaction prediction with 1.9M reactions from USPTO patents (1976-2016). Predict the product of the given reaction. (1) Given the reactants [N:1]1[CH:6]=[CH:5][C:4]([C:7]#[C:8][C:9]2[CH:14]=[CH:13][C:12]([CH2:15][OH:16])=[CH:11][CH:10]=2)=[CH:3][CH:2]=1.CCOC(C)=O, predict the reaction product. The product is: [N:1]1[CH:6]=[CH:5][C:4]([C:7]#[C:8][C:9]2[CH:10]=[CH:11][C:12]([CH:15]=[O:16])=[CH:13][CH:14]=2)=[CH:3][CH:2]=1. (2) Given the reactants [CH3:1][O:2][C:3]1[CH:8]=[CH:7][CH:6]=[CH:5][C:4]=1[C:9]1[CH:14]=[C:13]([N:15]2[CH:19]=[N:18][N:17]=[N:16]2)[CH:12]=[C:11]([C:20]([OH:22])=O)[CH:10]=1.[CH3:23][O:24][C:25]1[CH:26]=[C:27]([CH2:31][CH2:32][NH2:33])[CH:28]=[CH:29][CH:30]=1.CCN=C=NCCCN(C)C.C1C=CC2N(O)N=NC=2C=1, predict the reaction product. The product is: [CH3:23][O:24][C:25]1[CH:26]=[C:27]([CH2:31][CH2:32][NH:33][C:20]([C:11]2[CH:10]=[C:9]([C:4]3[CH:5]=[CH:6][CH:7]=[CH:8][C:3]=3[O:2][CH3:1])[CH:14]=[C:13]([N:15]3[CH:19]=[N:18][N:17]=[N:16]3)[CH:12]=2)=[O:22])[CH:28]=[CH:29][CH:30]=1. (3) Given the reactants [CH:1]([NH:4][CH2:5][C:6]1[CH:22]=[CH:21][CH:20]=[CH:19][C:7]=1[O:8][CH2:9][CH2:10][CH2:11][CH2:12][CH2:13][C:14]([O:16][CH2:17][CH3:18])=[O:15])([CH3:3])[CH3:2].[F:23][C:24]1[CH:32]=[CH:31][C:27]([C:28](O)=[O:29])=[CH:26][CH:25]=1.CCN=C=NCCCN(C)C.Cl.C1C=CC2N(O)N=NC=2C=1.C(N(C(C)C)CC)(C)C, predict the reaction product. The product is: [F:23][C:24]1[CH:32]=[CH:31][C:27]([C:28]([N:4]([CH2:5][C:6]2[CH:22]=[CH:21][CH:20]=[CH:19][C:7]=2[O:8][CH2:9][CH2:10][CH2:11][CH2:12][CH2:13][C:14]([O:16][CH2:17][CH3:18])=[O:15])[CH:1]([CH3:2])[CH3:3])=[O:29])=[CH:26][CH:25]=1. (4) Given the reactants [N+:1]([CH:4]([CH3:6])[CH3:5])([O-:3])=[O:2].[NH:7]1[CH2:12][CH2:11][CH2:10][CH2:9][CH2:8]1.[OH-].[Na+].[CH2:15]=O, predict the reaction product. The product is: [CH3:5][C:4]([N+:1]([O-:3])=[O:2])([CH3:15])[CH2:6][N:7]1[CH2:12][CH2:11][CH2:10][CH2:9][CH2:8]1. (5) Given the reactants [NH2:1][C:2]1[CH:7]=[C:6]([Cl:8])[N:5]=[C:4]([NH:9][CH2:10][CH2:11][NH:12][C:13]2[N:18]=[CH:17][C:16]([C:19]#[N:20])=[CH:15][CH:14]=2)[N:3]=1.Br[CH2:22][C:23](=O)[C:24]([O:26][CH2:27][CH3:28])=[O:25], predict the reaction product. The product is: [Cl:8][C:6]1[N:5]=[C:4]([NH:9][CH2:10][CH2:11][NH:12][C:13]2[CH:14]=[CH:15][C:16]([C:19]#[N:20])=[CH:17][N:18]=2)[N:3]2[CH:22]=[C:23]([C:24]([O:26][CH2:27][CH3:28])=[O:25])[N:1]=[C:2]2[CH:7]=1. (6) Given the reactants [Cl:1][C:2]1[CH:3]=[CH:4][C:5]([O:22][CH2:23][C:24]2[CH:29]=[CH:28][CH:27]=[CH:26][CH:25]=2)=[C:6]([C:8]([NH:10][C:11]2[CH:12]=[C:13]([CH2:17][C:18]([O:20]C)=[O:19])[CH:14]=[CH:15][CH:16]=2)=[O:9])[CH:7]=1.Cl.C(O)(=O)C, predict the reaction product. The product is: [Cl:1][C:2]1[CH:3]=[CH:4][C:5]([O:22][CH2:23][C:24]2[CH:29]=[CH:28][CH:27]=[CH:26][CH:25]=2)=[C:6]([C:8]([NH:10][C:11]2[CH:12]=[C:13]([CH2:17][C:18]([OH:20])=[O:19])[CH:14]=[CH:15][CH:16]=2)=[O:9])[CH:7]=1. (7) Given the reactants [CH3:1][O:2][C:3]1[CH:4]=[C:5]2[O:9][C:8]([C:10]3[N:11]=[C:12]4[N:16]([CH:17]=3)[N:15]=[C:14]([O:18][CH3:19])[S:13]4)=[CH:7][C:6]2=[C:20]([OH:22])[CH:21]=1.[C:23]1([C:29]2[S:30][CH:31]=[C:32]([CH:34](O)[CH3:35])[N:33]=2)[CH:28]=[CH:27][CH:26]=[CH:25][CH:24]=1.C(P(CCCC)CCCC)CCC.N(C(N1CCCCC1)=O)=NC(N1CCCCC1)=O, predict the reaction product. The product is: [CH3:19][O:18][C:14]1[S:13][C:12]2=[N:11][C:10]([C:8]3[O:9][C:5]4[CH:4]=[C:3]([O:2][CH3:1])[CH:21]=[C:20]([O:22][CH:34]([C:32]5[N:33]=[C:29]([C:23]6[CH:28]=[CH:27][CH:26]=[CH:25][CH:24]=6)[S:30][CH:31]=5)[CH3:35])[C:6]=4[CH:7]=3)=[CH:17][N:16]2[N:15]=1. (8) Given the reactants [O:1]1CCO[CH:2]1[C:6]1[CH:7]=[C:8]2[CH:14]=[CH:13][NH:12][C:9]2=[CH:10][N:11]=1.C1(C)C=CC(S(O)(=O)=O)=CC=1, predict the reaction product. The product is: [NH:12]1[C:9]2=[CH:10][N:11]=[C:6]([CH:2]=[O:1])[CH:7]=[C:8]2[CH:14]=[CH:13]1. (9) Given the reactants [N+:1]([O-:4])(O)=[O:2].[O:5]=[C:6]1[NH:12][C:11]2[CH:13]=[CH:14][CH:15]=[CH:16][C:10]=2[N:9]2[CH2:17][CH2:18][N:19]([C:21]([O:23][C:24]([CH3:27])([CH3:26])[CH3:25])=[O:22])[CH2:20][CH:8]2[CH2:7]1.O, predict the reaction product. The product is: [N+:1]([C:14]1[CH:15]=[CH:16][C:10]2[N:9]3[CH2:17][CH2:18][N:19]([C:21]([O:23][C:24]([CH3:25])([CH3:26])[CH3:27])=[O:22])[CH2:20][CH:8]3[CH2:7][C:6](=[O:5])[NH:12][C:11]=2[CH:13]=1)([O-:4])=[O:2]. (10) Given the reactants [F:1][C:2]1[CH:7]=[C:6]([F:8])[CH:5]=[CH:4][C:3]=1[C:9]1[N:10]2[C:15]([CH:16]=[CH:17][CH:18]=1)=[C:14]([C:19]1[CH:20]=C([CH:25]=[CH:26][C:27]=1[F:28])C(O)=O)[C:13](=[O:29])[CH:12]=[CH:11]2.C(Cl)(=O)C(Cl)=O.[NH2:36][NH2:37].[CH:38]([O:45][CH2:46][CH3:47])(OCC)OCC, predict the reaction product. The product is: [F:1][C:2]1[CH:7]=[C:6]([F:8])[CH:5]=[CH:4][C:3]=1[C:9]1[N:10]2[C:15]([CH:16]=[CH:17][CH:18]=1)=[C:14]([C:19]1[CH:20]=[C:47]([C:46]3[O:45][CH:38]=[N:36][N:37]=3)[CH:25]=[CH:26][C:27]=1[F:28])[C:13](=[O:29])[CH:12]=[CH:11]2.